Dataset: NCI-60 drug combinations with 297,098 pairs across 59 cell lines. Task: Regression. Given two drug SMILES strings and cell line genomic features, predict the synergy score measuring deviation from expected non-interaction effect. (1) Drug 1: CC12CCC3C(C1CCC2=O)CC(=C)C4=CC(=O)C=CC34C. Drug 2: CCCCCOC(=O)NC1=NC(=O)N(C=C1F)C2C(C(C(O2)C)O)O. Cell line: MDA-MB-435. Synergy scores: CSS=43.0, Synergy_ZIP=3.19, Synergy_Bliss=5.37, Synergy_Loewe=-12.6, Synergy_HSA=2.78. (2) Drug 1: CC1=CC2C(CCC3(C2CCC3(C(=O)C)OC(=O)C)C)C4(C1=CC(=O)CC4)C. Drug 2: CC1C(C(CC(O1)OC2CC(CC3=C2C(=C4C(=C3O)C(=O)C5=C(C4=O)C(=CC=C5)OC)O)(C(=O)CO)O)N)O.Cl. Cell line: TK-10. Synergy scores: CSS=53.3, Synergy_ZIP=7.87, Synergy_Bliss=8.61, Synergy_Loewe=-22.1, Synergy_HSA=6.97. (3) Drug 1: C1=NC2=C(N1)C(=S)N=CN2. Drug 2: CCC1(C2=C(COC1=O)C(=O)N3CC4=CC5=C(C=CC(=C5CN(C)C)O)N=C4C3=C2)O.Cl. Cell line: NCI-H460. Synergy scores: CSS=71.7, Synergy_ZIP=-4.22, Synergy_Bliss=-3.24, Synergy_Loewe=-1.87, Synergy_HSA=-0.660. (4) Cell line: DU-145. Drug 1: C1CC(=O)NC(=O)C1N2CC3=C(C2=O)C=CC=C3N. Drug 2: CC1=C(C(=O)C2=C(C1=O)N3CC4C(C3(C2COC(=O)N)OC)N4)N. Synergy scores: CSS=47.4, Synergy_ZIP=-4.94, Synergy_Bliss=-7.83, Synergy_Loewe=-55.4, Synergy_HSA=-5.83. (5) Drug 1: CC1=C(C(=CC=C1)Cl)NC(=O)C2=CN=C(S2)NC3=CC(=NC(=N3)C)N4CCN(CC4)CCO. Drug 2: CC1C(C(CC(O1)OC2CC(CC3=C2C(=C4C(=C3O)C(=O)C5=C(C4=O)C(=CC=C5)OC)O)(C(=O)CO)O)N)O.Cl. Synergy scores: CSS=36.2, Synergy_ZIP=0.625, Synergy_Bliss=-2.08, Synergy_Loewe=-13.7, Synergy_HSA=-3.97. Cell line: RPMI-8226. (6) Drug 1: CC1=C(C=C(C=C1)NC2=NC=CC(=N2)N(C)C3=CC4=NN(C(=C4C=C3)C)C)S(=O)(=O)N.Cl. Drug 2: C(CCl)NC(=O)N(CCCl)N=O. Cell line: SK-OV-3. Synergy scores: CSS=-2.81, Synergy_ZIP=1.48, Synergy_Bliss=0.381, Synergy_Loewe=-1.88, Synergy_HSA=-1.94.